Dataset: Forward reaction prediction with 1.9M reactions from USPTO patents (1976-2016). Task: Predict the product of the given reaction. Given the reactants [N:1]1[CH:6]=[CH:5][CH:4]=[C:3]([NH2:7])[C:2]=1[NH2:8].[C:9](OC(=O)C)(=[O:11])[CH3:10], predict the reaction product. The product is: [NH2:8][C:2]1[C:3]([NH:7][C:9](=[O:11])[CH3:10])=[CH:4][CH:5]=[CH:6][N:1]=1.